This data is from Peptide-MHC class I binding affinity with 185,985 pairs from IEDB/IMGT. The task is: Regression. Given a peptide amino acid sequence and an MHC pseudo amino acid sequence, predict their binding affinity value. This is MHC class I binding data. (1) The peptide sequence is YTQKYPNL. The MHC is H-2-Kb with pseudo-sequence H-2-Kb. The binding affinity (normalized) is 0.816. (2) The peptide sequence is TPEAKNSTFL. The MHC is HLA-B07:02 with pseudo-sequence HLA-B07:02. The binding affinity (normalized) is 0.332.